Dataset: Full USPTO retrosynthesis dataset with 1.9M reactions from patents (1976-2016). Task: Predict the reactants needed to synthesize the given product. (1) Given the product [CH3:8][C:4]1[CH:3]=[C:2]([C:14]2[CH:15]=[CH:16][CH:17]=[C:12]([O:11][C:10]([F:9])([F:21])[F:22])[CH:13]=2)[CH:7]=[CH:6][N:5]=1, predict the reactants needed to synthesize it. The reactants are: Br[C:2]1[CH:7]=[CH:6][N:5]=[C:4]([CH3:8])[CH:3]=1.[F:9][C:10]([F:22])([F:21])[O:11][C:12]1[CH:13]=[C:14](B(O)O)[CH:15]=[CH:16][CH:17]=1.C([O-])([O-])=O.[K+].[K+]. (2) Given the product [CH:27]1([C:26]2[O:25][N:24]=[C:23]([C:30]3[C:31]([Cl:37])=[CH:32][CH:33]=[CH:34][C:35]=3[Cl:36])[C:22]=2[CH2:21][O:20][CH:16]2[CH2:17][CH2:18][CH2:19][N:13]([C:10]3[CH:9]=[CH:8][C:7]([C:6]([OH:38])=[O:5])=[CH:12][CH:11]=3)[CH2:14][CH2:15]2)[CH2:29][CH2:28]1, predict the reactants needed to synthesize it. The reactants are: [OH-].[Li+].C([O:5][C:6](=[O:38])[C:7]1[CH:12]=[CH:11][C:10]([N:13]2[CH2:19][CH2:18][CH2:17][CH:16]([O:20][CH2:21][C:22]3[C:23]([C:30]4[C:35]([Cl:36])=[CH:34][CH:33]=[CH:32][C:31]=4[Cl:37])=[N:24][O:25][C:26]=3[CH:27]3[CH2:29][CH2:28]3)[CH2:15][CH2:14]2)=[CH:9][CH:8]=1)C.